Predict the product of the given reaction. From a dataset of Forward reaction prediction with 1.9M reactions from USPTO patents (1976-2016). Given the reactants Br[C:2]1[CH:7]=[CH:6][C:5]([C:8]2[N:18]([CH2:19][C@@H:20]3[CH2:24][CH2:23][N:22]([C:25]([CH:27]4[CH2:29][CH2:28]4)=[O:26])[CH2:21]3)[C:11]3=[N:12][C:13]([O:16][CH3:17])=[CH:14][CH:15]=[C:10]3[N:9]=2)=[CH:4][CH:3]=1.[NH:30]1[C:38]2[C:33](=[CH:34][CH:35]=[C:36](B(O)O)[CH:37]=2)[CH:32]=[CH:31]1.O, predict the reaction product. The product is: [CH:27]1([C:25]([N:22]2[CH2:23][CH2:24][C@@H:20]([CH2:19][N:18]3[C:11]4=[N:12][C:13]([O:16][CH3:17])=[CH:14][CH:15]=[C:10]4[N:9]=[C:8]3[C:5]3[CH:6]=[CH:7][C:2]([C:36]4[CH:37]=[C:38]5[C:33]([CH:32]=[CH:31][NH:30]5)=[CH:34][CH:35]=4)=[CH:3][CH:4]=3)[CH2:21]2)=[O:26])[CH2:29][CH2:28]1.